This data is from Full USPTO retrosynthesis dataset with 1.9M reactions from patents (1976-2016). The task is: Predict the reactants needed to synthesize the given product. Given the product [CH:13]([C:2]1[C:7]([C:8]([O:10][CH3:11])=[O:9])=[CH:6][CH:5]=[C:4]([CH3:12])[N:3]=1)=[CH2:14], predict the reactants needed to synthesize it. The reactants are: Br[C:2]1[C:7]([C:8]([O:10][CH3:11])=[O:9])=[CH:6][CH:5]=[C:4]([CH3:12])[N:3]=1.[CH2:13]([Sn](CCCC)(CCCC)C=C)[CH2:14]CC.